Dataset: Reaction yield outcomes from USPTO patents with 853,638 reactions. Task: Predict the reaction yield, written as a fraction of the theoretical maximum amount of product (1.0 means a 100% yield; for example, 0.34 means a 34% yield). (1) The reactants are [Cl:1][C:2]1[CH:7]=[CH:6][C:5]([CH:8]([NH:14][C:15]([C:17]2([NH:32]C(=O)OC(C)(C)C)[CH2:22][CH2:21][N:20]([C:23]3[C:24]4[CH:31]=[CH:30][NH:29][C:25]=4[N:26]=[CH:27][N:28]=3)[CH2:19][CH2:18]2)=[O:16])[CH2:9][S:10](=[O:13])(=[O:12])[NH2:11])=[CH:4][CH:3]=1.FC(F)(F)C(O)=O. No catalyst specified. The product is [NH2:32][C:17]1([C:15]([NH:14][CH:8]([C:5]2[CH:4]=[CH:3][C:2]([Cl:1])=[CH:7][CH:6]=2)[CH2:9][S:10](=[O:12])(=[O:13])[NH2:11])=[O:16])[CH2:18][CH2:19][N:20]([C:23]2[C:24]3[CH:31]=[CH:30][NH:29][C:25]=3[N:26]=[CH:27][N:28]=2)[CH2:21][CH2:22]1. The yield is 0.990. (2) The reactants are [CH:1]1([CH2:6][CH:7]([C:11]2[CH:16]=[CH:15][C:14]([Cl:17])=[C:13]([Cl:18])[CH:12]=2)[C:8]([OH:10])=O)[CH2:5][CH2:4][CH2:3][CH2:2]1.C(Cl)(=O)C(Cl)=O.[NH2:25][C:26]1[CH:30]=[C:29]([CH3:31])[O:28][N:27]=1.C(N(CC)CC)C. The catalyst is CN(C)C=O.C(Cl)Cl. The product is [CH:1]1([CH2:6][CH:7]([C:11]2[CH:16]=[CH:15][C:14]([Cl:17])=[C:13]([Cl:18])[CH:12]=2)[C:8]([NH:25][C:26]2[CH:30]=[C:29]([CH3:31])[O:28][N:27]=2)=[O:10])[CH2:2][CH2:3][CH2:4][CH2:5]1. The yield is 0.870. (3) The reactants are Br[C:2]1[CH:7]=[CH:6][CH:5]=[CH:4][C:3]=1[O:8][CH3:9].C([Li])CCC.[CH:15]([C:18]1[CH:23]=[CH:22][C:21]([C:24](=[O:28])[CH:25]([CH3:27])[CH3:26])=[CH:20][CH:19]=1)([CH3:17])[CH3:16].O. The catalyst is C1COCC1. The product is [CH:15]([C:18]1[CH:23]=[CH:22][C:21]([C:24]([C:2]2[CH:7]=[CH:6][CH:5]=[CH:4][C:3]=2[O:8][CH3:9])([OH:28])[CH:25]([CH3:27])[CH3:26])=[CH:20][CH:19]=1)([CH3:17])[CH3:16]. The yield is 0.430. (4) The reactants are [Cl:1][C:2]1[CH:7]=[CH:6][C:5]([O:8][CH3:9])=[CH:4][C:3]=1[C:10]1[CH:20]=[C:19]([CH3:21])[C:13]2[N:14]=[C:15]([NH2:18])[N:16]=[N:17][C:12]=2[CH:11]=1.Br[C:23]1[CH:28]=[CH:27][C:26]([S:29]([NH:32][CH2:33][CH2:34][N:35]2[CH2:39][CH2:38][CH2:37][CH2:36]2)(=[O:31])=[O:30])=[CH:25][CH:24]=1.C(=O)([O-])[O-].[Cs+].[Cs+].C1(P(C2C=CC=CC=2)C2C3OC4C(=CC=CC=4P(C4C=CC=CC=4)C4C=CC=CC=4)C(C)(C)C=3C=CC=2)C=CC=CC=1. The catalyst is [Pd].[Pd].C(=CC(C=CC1C=CC=CC=1)=O)C1C=CC=CC=1.C(=CC(C=CC1C=CC=CC=1)=O)C1C=CC=CC=1.C(=CC(C=CC1C=CC=CC=1)=O)C1C=CC=CC=1.C(Cl)Cl. The product is [Cl:1][C:2]1[CH:7]=[CH:6][C:5]([O:8][CH3:9])=[CH:4][C:3]=1[C:10]1[CH:20]=[C:19]([CH3:21])[C:13]2[N:14]=[C:15]([NH:18][C:23]3[CH:28]=[CH:27][C:26]([S:29]([NH:32][CH2:33][CH2:34][N:35]4[CH2:36][CH2:37][CH2:38][CH2:39]4)(=[O:31])=[O:30])=[CH:25][CH:24]=3)[N:16]=[N:17][C:12]=2[CH:11]=1. The yield is 0.950. (5) The reactants are Br[C:2]1[CH:7]=[CH:6][C:5]([CH:8]([C:14]([O:16][CH2:17][CH3:18])=[O:15])[C:9]([O:11][CH2:12][CH3:13])=[O:10])=[CH:4][CH:3]=1.[CH3:19][NH:20][C:21]1[CH:26]=[CH:25][CH:24]=[CH:23][CH:22]=1.C1(P(C2CCCCC2)C2C=CC=CC=2C2C(C(C)C)=CC(C(C)C)=CC=2C(C)C)CCCCC1.C(=O)([O-])[O-].[K+].[K+]. The catalyst is C(O)(C)(C)C.C1C=CC(/C=C/C(/C=C/C2C=CC=CC=2)=O)=CC=1.C1C=CC(/C=C/C(/C=C/C2C=CC=CC=2)=O)=CC=1.C1C=CC(/C=C/C(/C=C/C2C=CC=CC=2)=O)=CC=1.[Pd].[Pd]. The product is [CH3:19][N:20]([C:2]1[CH:7]=[CH:6][C:5]([CH:8]([C:14]([O:16][CH2:17][CH3:18])=[O:15])[C:9]([O:11][CH2:12][CH3:13])=[O:10])=[CH:4][CH:3]=1)[C:21]1[CH:26]=[CH:25][CH:24]=[CH:23][CH:22]=1. The yield is 0.810. (6) The product is [Cl:22][C:23]1[CH:29]=[CH:28][CH:27]=[CH:26][C:24]=1[NH:25][C:9](=[O:10])[C:8]([C:3]1[NH:4][C:5]([CH3:7])=[CH:6][C:2]=1[CH3:1])=[C:12]1[C:20]2[C:15](=[CH:16][CH:17]=[CH:18][CH:19]=2)[NH:14][C:13]1=[O:21]. No catalyst specified. The reactants are [CH3:1][C:2]1[CH:6]=[C:5]([CH3:7])[NH:4][C:3]=1[C:8](=[C:12]1[C:20]2[C:15](=[CH:16][CH:17]=[CH:18][CH:19]=2)[NH:14][C:13]1=[O:21])[C:9](O)=[O:10].[Cl:22][C:23]1[CH:29]=[CH:28][CH:27]=[CH:26][C:24]=1[NH2:25]. The yield is 0.220. (7) The reactants are [Cl:1][C:2]1[CH:23]=[CH:22][C:5]([CH2:6][NH:7][C:8]([C:10]2[C:15](=[O:16])[N:14]3[CH:17]=[C:18](I)[CH:19]=[CH:20][C:13]3=[N:12][CH:11]=2)=[O:9])=[CH:4][CH:3]=1.CCN(CC)CC.[CH2:31]([OH:34])[C:32]#[CH:33]. The catalyst is CN(C=O)C.Cl[Pd](Cl)([P](C1C=CC=CC=1)(C1C=CC=CC=1)C1C=CC=CC=1)[P](C1C=CC=CC=1)(C1C=CC=CC=1)C1C=CC=CC=1. The product is [Cl:1][C:2]1[CH:23]=[CH:22][C:5]([CH2:6][NH:7][C:8]([C:10]2[C:15](=[O:16])[N:14]3[CH:17]=[C:18]([C:33]#[C:32][CH2:31][OH:34])[CH:19]=[CH:20][C:13]3=[N:12][CH:11]=2)=[O:9])=[CH:4][CH:3]=1. The yield is 0.580. (8) The reactants are [H-].[Na+].[OH:3][C@@H:4]([CH2:15][O:16][C@@H:17]([CH3:21])[CH2:18][O:19][CH3:20])[C:5]([NH:7][C:8]1[CH:13]=[CH:12][C:11]([CH3:14])=[CH:10][N:9]=1)=[O:6].Cl[C:23]1[N:28]=[CH:27][N:26]=[C:25]2[N:29]([C:32]3[CH:37]=[CH:36][CH:35]=[CH:34][C:33]=3[Cl:38])[N:30]=[CH:31][C:24]=12. The catalyst is C1COCC1.C(OCC)(=O)C. The product is [Cl:38][C:33]1[CH:34]=[CH:35][CH:36]=[CH:37][C:32]=1[N:29]1[C:25]2=[N:26][CH:27]=[N:28][C:23]([O:3][C@@H:4]([CH2:15][O:16][C@@H:17]([CH3:21])[CH2:18][O:19][CH3:20])[C:5]([NH:7][C:8]3[CH:13]=[CH:12][C:11]([CH3:14])=[CH:10][N:9]=3)=[O:6])=[C:24]2[CH:31]=[N:30]1. The yield is 0.910. (9) The product is [CH3:14][S:15]([C:18]1[CH:23]=[CH:22][C:21]([C:24]2[N:25]=[CH:26][C:27]([O:30][CH2:31][CH:32]3[CH2:37][CH2:36][N:35]([C:11]([O:10][C:3]4[CH:4]=[CH:5][C:6]([N+:7]([O-:9])=[O:8])=[CH:1][CH:2]=4)=[O:12])[CH2:34][CH2:33]3)=[CH:28][CH:29]=2)=[CH:20][CH:19]=1)(=[O:16])=[O:17]. The catalyst is C(Cl)Cl. The yield is 0.670. The reactants are [CH:1]1[C:6]([N+:7]([O-:9])=[O:8])=[CH:5][CH:4]=[C:3]([O:10][C:11](Cl)=[O:12])[CH:2]=1.[CH3:14][S:15]([C:18]1[CH:23]=[CH:22][C:21]([C:24]2[CH:29]=[CH:28][C:27]([O:30][CH2:31][CH:32]3[CH2:37][CH2:36][NH:35][CH2:34][CH2:33]3)=[CH:26][N:25]=2)=[CH:20][CH:19]=1)(=[O:17])=[O:16].C(N(C(C)C)CC)(C)C. (10) The catalyst is C1COCC1. The product is [CH3:1][C:2]1([CH3:18])[CH2:7][CH:6]([N:42]2[C:38](=[O:48])[C:39]3[C:40](=[CH:44][CH:45]=[CH:46][CH:47]=3)[C:41]2=[O:43])[CH:5]=[C:4]([C:9]2[CH:14]=[CH:13][N:12]=[CH:11][C:10]=2[N+:15]([O-:17])=[O:16])[CH2:3]1. The reactants are [CH3:1][C:2]1([CH3:18])[CH2:7][CH:6](O)[CH:5]=[C:4]([C:9]2[CH:14]=[CH:13][N:12]=[CH:11][C:10]=2[N+:15]([O-:17])=[O:16])[CH2:3]1.C1(P(C2C=CC=CC=2)C2C=CC=CC=2)C=CC=CC=1.[C:38]1(=[O:48])[NH:42][C:41](=[O:43])[C:40]2=[CH:44][CH:45]=[CH:46][CH:47]=[C:39]12.N(C(OC(C)(C)C)=O)=NC(OC(C)(C)C)=O. The yield is 0.990.